This data is from Reaction yield outcomes from USPTO patents with 853,638 reactions. The task is: Predict the reaction yield, written as a fraction of the theoretical maximum amount of product (1.0 means a 100% yield; for example, 0.34 means a 34% yield). (1) The reactants are COC1C=CC(C[NH:8][C:9]2[N:14]=[C:13]([O:15][C:16]3[CH:21]=[CH:20][C:19]([NH:22][C:23](=[O:35])[CH2:24][C:25]([NH:27][C:28]4[CH:33]=[CH:32][C:31]([F:34])=[CH:30][CH:29]=4)=[O:26])=[CH:18][C:17]=3[F:36])[CH:12]=[CH:11][N:10]=2)=CC=1.C1(OC)C=CC=CC=1. The catalyst is C(O)(C(F)(F)F)=O. The product is [NH2:8][C:9]1[N:14]=[C:13]([O:15][C:16]2[CH:21]=[CH:20][C:19]([NH:22][C:23](=[O:35])[CH2:24][C:25]([NH:27][C:28]3[CH:33]=[CH:32][C:31]([F:34])=[CH:30][CH:29]=3)=[O:26])=[CH:18][C:17]=2[F:36])[CH:12]=[CH:11][N:10]=1. The yield is 0.630. (2) The yield is 0.830. The reactants are Br[C:2]1[C:11](=[O:12])[C:10]2[C:5](=[CH:6][CH:7]=[CH:8][CH:9]=2)[O:4][CH:3]=1.C[O:14][C:15]1[CH:20]=[CH:19][C:18](B(O)O)=[CH:17][CH:16]=1.C(=O)([O-])[O-].[Na+].[Na+].Cl.[NH+]1C=CC=CC=1.C([O-])(O)=O.[Na+]. The catalyst is O.C1(C)C=CC=CC=1. The product is [OH:14][C:15]1[CH:20]=[CH:19][C:18]([C:2]2[C:11](=[O:12])[C:10]3[C:5](=[CH:6][CH:7]=[CH:8][CH:9]=3)[O:4][CH:3]=2)=[CH:17][CH:16]=1. (3) The reactants are [Br:1][C:2]1[CH:11]=[CH:10][C:5]2[N:6]=[C:7](Cl)[S:8][C:4]=2[CH:3]=1.[Br-].[CH:13]1([Zn+])[CH2:15][CH2:14]1. The catalyst is C1COCC1.C1C=CC([P]([Pd]([P](C2C=CC=CC=2)(C2C=CC=CC=2)C2C=CC=CC=2)([P](C2C=CC=CC=2)(C2C=CC=CC=2)C2C=CC=CC=2)[P](C2C=CC=CC=2)(C2C=CC=CC=2)C2C=CC=CC=2)(C2C=CC=CC=2)C2C=CC=CC=2)=CC=1. The product is [Br:1][C:2]1[CH:11]=[CH:10][C:5]2[N:6]=[C:7]([CH:13]3[CH2:15][CH2:14]3)[S:8][C:4]=2[CH:3]=1. The yield is 0.780. (4) The reactants are [F:1][C@H:2]1[C@H:7]([C:8]2[CH:13]=[CH:12][C:11]([OH:14])=[CH:10][CH:9]=2)[CH2:6][CH2:5][N:4]([C@@H:15]2[CH2:19][CH2:18][N:17]([CH2:20][C:21]3[CH:26]=[CH:25][C:24]([CH3:27])=[CH:23][CH:22]=3)[C:16]2=[O:28])[CH2:3]1.[C:29]([O:33][C:34](=[O:48])[C@@H:35]([NH:40][C:41]([O:43][C:44]([CH3:47])([CH3:46])[CH3:45])=[O:42])[CH2:36][C:37](O)=[O:38])([CH3:32])([CH3:31])[CH3:30].C1CCC(N=C=NC2CCCCC2)CC1.O. The catalyst is C(Cl)Cl.CN(C1C=CN=CC=1)C. The product is [C:44]([O:43][C:41]([NH:40][C@@H:35]([CH2:36][C:37]([O:14][C:11]1[CH:12]=[CH:13][C:8]([C@@H:7]2[CH2:6][CH2:5][N:4]([C@@H:15]3[CH2:19][CH2:18][N:17]([CH2:20][C:21]4[CH:22]=[CH:23][C:24]([CH3:27])=[CH:25][CH:26]=4)[C:16]3=[O:28])[CH2:3][C@H:2]2[F:1])=[CH:9][CH:10]=1)=[O:38])[C:34]([O:33][C:29]([CH3:32])([CH3:31])[CH3:30])=[O:48])=[O:42])([CH3:47])([CH3:46])[CH3:45]. The yield is 0.680. (5) The reactants are Cl[C:2]1[N:3]=[CH:4][C:5]2[N:11]([CH3:12])[C:10](=[O:13])[C@@:9]([F:16])([CH:14]=[CH2:15])[CH2:8][N:7]([CH:17]3[CH2:21][CH2:20][CH2:19][CH2:18]3)[C:6]=2[N:22]=1.[NH2:23][C:24]1[C:33]([O:34][CH3:35])=[CH:32][C:27]([C:28]([O:30][CH3:31])=[O:29])=[C:26]([F:36])[CH:25]=1.O.C1(C)C=CC(S(O)(=O)=O)=CC=1. The catalyst is O1CCOCC1. The product is [CH:17]1([N:7]2[CH2:8][C@:9]([F:16])([CH:14]=[CH2:15])[C:10](=[O:13])[N:11]([CH3:12])[C:5]3[CH:4]=[N:3][C:2]([NH:23][C:24]4[C:33]([O:34][CH3:35])=[CH:32][C:27]([C:28]([O:30][CH3:31])=[O:29])=[C:26]([F:36])[CH:25]=4)=[N:22][C:6]2=3)[CH2:21][CH2:20][CH2:19][CH2:18]1. The yield is 0.400. (6) The reactants are [ClH:1].Cl.[NH2:3][CH:4]1[CH2:9][CH2:8][N:7]([CH2:10][CH2:11][N:12]2[C:21]3[C:16](=[N:17][CH:18]=[C:19]([F:22])[CH:20]=3)[CH:15]=[CH:14][C:13]2=[O:23])[CH2:6][CH2:5]1.C(N(CC)CC)C.[O:31]1[C:36]2=[CH:37][N:38]=[C:39]([CH:41]=O)[CH:40]=[C:35]2[CH2:34][CH2:33][CH2:32]1.[BH-](OC(C)=O)(OC(C)=O)OC(C)=O.[Na+].C([O-])(O)=O.[Na+]. The catalyst is C(Cl)(Cl)Cl.CO. The product is [ClH:1].[O:31]1[C:36]2=[CH:37][N:38]=[C:39]([CH2:41][NH:3][CH:4]3[CH2:5][CH2:6][N:7]([CH2:10][CH2:11][N:12]4[C:21]5[C:16](=[N:17][CH:18]=[C:19]([F:22])[CH:20]=5)[CH:15]=[CH:14][C:13]4=[O:23])[CH2:8][CH2:9]3)[CH:40]=[C:35]2[CH2:34][CH2:33][CH2:32]1. The yield is 0.760.